This data is from Forward reaction prediction with 1.9M reactions from USPTO patents (1976-2016). The task is: Predict the product of the given reaction. (1) Given the reactants [C:1]([C@H:4]1[C@@H:9]([NH:10]C(OCC2C=CC=CC=2)=O)[CH2:8][CH2:7][C@@H:6]([NH:21][C:22](=[O:28])[O:23][C:24]([CH3:27])([CH3:26])[CH3:25])[CH2:5]1)(=[O:3])[CH3:2], predict the reaction product. The product is: [C:1]([C@H:4]1[C@@H:9]([NH2:10])[CH2:8][CH2:7][C@@H:6]([NH:21][C:22](=[O:28])[O:23][C:24]([CH3:27])([CH3:26])[CH3:25])[CH2:5]1)(=[O:3])[CH3:2]. (2) Given the reactants [NH2:1][C:2]1[C:19]([O:20][CH3:21])=[CH:18][C:5]2[CH2:6][CH2:7][N:8]([CH2:11][C@H:12]([OH:17])[C:13]([F:16])([F:15])[F:14])[CH2:9][CH2:10][C:4]=2[CH:3]=1.Cl[C:23]1[N:28]=[C:27]([NH:29][C:30]2[CH:35]=[CH:34][C:33]([N:36]3[CH2:41][CH2:40][O:39][CH2:38][CH2:37]3)=[CH:32][C:31]=2[O:42][CH3:43])[C:26]([Cl:44])=[CH:25][N:24]=1.C12(CS(O)(=O)=O)C(C)(C)C(CC1)CC2=O.C(=O)(O)[O-].[Na+], predict the reaction product. The product is: [Cl:44][C:26]1[C:27]([NH:29][C:30]2[CH:35]=[CH:34][C:33]([N:36]3[CH2:37][CH2:38][O:39][CH2:40][CH2:41]3)=[CH:32][C:31]=2[O:42][CH3:43])=[N:28][C:23]([NH:1][C:2]2[C:19]([O:20][CH3:21])=[CH:18][C:5]3[CH2:6][CH2:7][N:8]([CH2:11][C@H:12]([OH:17])[C:13]([F:14])([F:15])[F:16])[CH2:9][CH2:10][C:4]=3[CH:3]=2)=[N:24][CH:25]=1.